This data is from Reaction yield outcomes from USPTO patents with 853,638 reactions. The task is: Predict the reaction yield, written as a fraction of the theoretical maximum amount of product (1.0 means a 100% yield; for example, 0.34 means a 34% yield). (1) The reactants are [F:1][C:2]([F:13])([F:12])[C:3]1[CH:8]=[CH:7][CH:6]=[CH:5][C:4]=1[C:9](=[O:11])[CH3:10].C[Si](C)(C)[N-][Si](C)(C)C.[Li+].[F:24][C:25]([F:32])([F:31])[C:26](OCC)=[O:27]. The catalyst is C1COCC1. The product is [F:24][C:25]([F:32])([F:31])[C:26](=[O:27])[CH2:10][C:9]([C:4]1[CH:5]=[CH:6][CH:7]=[CH:8][C:3]=1[C:2]([F:12])([F:13])[F:1])=[O:11]. The yield is 0.990. (2) The reactants are Br[CH2:2][CH:3]([OH:7])[CH2:4][CH2:5]Br.[CH2:8]([C:16]1[CH:22]=[CH:21][C:19]([NH2:20])=[CH:18][CH:17]=1)[CH2:9][CH2:10][CH2:11][CH2:12][CH2:13][CH2:14][CH3:15].C(=O)([O-])[O-].[K+].[K+].O. The product is [CH2:8]([C:16]1[CH:17]=[CH:18][C:19]([N:20]2[CH2:5][CH2:4][CH:3]([OH:7])[CH2:2]2)=[CH:21][CH:22]=1)[CH2:9][CH2:10][CH2:11][CH2:12][CH2:13][CH2:14][CH3:15]. The yield is 0.537. The catalyst is CCOC(C)=O. (3) The reactants are CN(C)/[CH:3]=[CH:4]/[C:5]1[C:15]([N+:16]([O-])=O)=[CH:14][C:13]([N+:19]([O-])=O)=[CH:12][C:6]=1[C:7]([O:9][CH2:10][CH3:11])=[O:8].Cl[Sn]Cl. The catalyst is C(O)C. The product is [NH2:19][C:13]1[CH:12]=[C:6]([C:7]([O:9][CH2:10][CH3:11])=[O:8])[C:5]2[CH:4]=[CH:3][NH:16][C:15]=2[CH:14]=1. The yield is 0.400. (4) The reactants are [Cl:1][C:2]1[CH:7]=[CH:6][C:5]([OH:8])=[CH:4][C:3]=1B(O)O.Br[C:13]1[N:14]=[CH:15][C:16]([NH2:19])=[N:17][CH:18]=1.C([O-])([O-])=O.[K+].[K+]. The catalyst is O1CCOCC1.O.CCOC(C)=O.O. The product is [NH2:19][C:16]1[N:17]=[CH:18][C:13]([C:3]2[CH:4]=[C:5]([OH:8])[CH:6]=[CH:7][C:2]=2[Cl:1])=[N:14][CH:15]=1. The yield is 0.830. (5) The reactants are [F:1][C:2]([F:6])([F:5])[CH2:3][OH:4].[CH3:7][C:8]1[CH:13]=[CH:12][C:11]([S:14](Cl)(=[O:16])=[O:15])=[CH:10][CH:9]=1.C(N(CC)CC)C.O. The catalyst is C(Cl)Cl. The product is [CH3:7][C:8]1[CH:13]=[CH:12][C:11]([S:14]([O:4][CH2:3][C:2]([F:6])([F:5])[F:1])(=[O:16])=[O:15])=[CH:10][CH:9]=1. The yield is 0.787. (6) The reactants are [CH2:1]1COC[CH2:2]1.[Cl:6][C:7]1[N:8]=[N:9][C:10]([Cl:16])=[CH:11][C:12]=1[C:13]([OH:15])=[O:14].C(Cl)CCl.C(O)C. The catalyst is CN(C1C=CN=CC=1)C.C(OCC)(=O)C.O. The product is [Cl:6][C:7]1[N:8]=[N:9][C:10]([Cl:16])=[CH:11][C:12]=1[C:13]([O:15][CH2:1][CH3:2])=[O:14]. The yield is 0.990. (7) The reactants are [Cl:1][C:2]1[N:7]=[CH:6][C:5]([S:8]([NH:11][C:12]2[C:21](Cl)=[N:20][C:19]3[C:14](=[CH:15][CH:16]=[CH:17][CH:18]=3)[N:13]=2)(=[O:10])=[O:9])=[CH:4][CH:3]=1.[CH3:23][O:24][C:25]1[CH:26]=[C:27]([CH:29]=[C:30]([O:32][CH3:33])[CH:31]=1)[NH2:28].C1(C)C=CC=CC=1. The catalyst is CCOCC. The product is [Cl:1][C:2]1[N:7]=[CH:6][C:5]([S:8]([NH:11][C:12]2[C:21]([NH:28][C:27]3[CH:29]=[C:30]([O:32][CH3:33])[CH:31]=[C:25]([O:24][CH3:23])[CH:26]=3)=[N:20][C:19]3[C:14](=[CH:15][CH:16]=[CH:17][CH:18]=3)[N:13]=2)(=[O:10])=[O:9])=[CH:4][CH:3]=1. The yield is 0.890. (8) The reactants are [Cl:1][C:2]1[C:7]([C:8]([OH:10])=[O:9])=[CH:6][CH:5]=[C:4](Cl)[N:3]=1.C[C:13](C)([O-:15])C.[K+]. The catalyst is CO. The product is [Cl:1][C:2]1[C:7]([C:8]([OH:10])=[O:9])=[CH:6][CH:5]=[C:4]([O:15][CH3:13])[N:3]=1. The yield is 0.840.